Dataset: TCR-epitope binding with 47,182 pairs between 192 epitopes and 23,139 TCRs. Task: Binary Classification. Given a T-cell receptor sequence (or CDR3 region) and an epitope sequence, predict whether binding occurs between them. (1) Result: 1 (the TCR binds to the epitope). The epitope is YIFFASFYY. The TCR CDR3 sequence is CATSAEGIGYTF. (2) The epitope is SSNVANYQK. The TCR CDR3 sequence is CASSEDRGDEKLFF. Result: 0 (the TCR does not bind to the epitope). (3) The epitope is ILGLPTQTV. The TCR CDR3 sequence is CASSPEMLGETQYF. Result: 1 (the TCR binds to the epitope). (4) The epitope is KLPDDFTGCV. The TCR CDR3 sequence is CASSQVLTNEQFF. Result: 0 (the TCR does not bind to the epitope). (5) The epitope is SLFNTVATLY. The TCR CDR3 sequence is CASSLEGGSNQPQHF. Result: 1 (the TCR binds to the epitope). (6) The epitope is ITEEVGHTDLMAAY. The TCR CDR3 sequence is CASSLVDRVSYEQYF. Result: 1 (the TCR binds to the epitope). (7) The epitope is GLCTLVAML. The TCR CDR3 sequence is CASDRANEQFF. Result: 1 (the TCR binds to the epitope).